From a dataset of Catalyst prediction with 721,799 reactions and 888 catalyst types from USPTO. Predict which catalyst facilitates the given reaction. (1) Reactant: [CH3:1][C:2]1[N:3]=[CH:4][C:5]2[C:10]([CH:11]=1)=[C:9]([NH2:12])[CH:8]=[CH:7][CH:6]=2.N1C=CC=CC=1.[C:19]1([O:25]C(Cl)=O)C=CC=CC=1.C(N(CC)CC)C.[CH2:36]([N:43]1[CH2:47][CH2:46][C@@H:45]([NH2:48])[CH2:44]1)[C:37]1[CH:42]=[CH:41][CH:40]=[CH:39][CH:38]=1. Product: [CH2:36]([N:43]1[CH2:47][CH2:46][CH:45]([NH:48][C:19]([NH:12][C:9]2[CH:8]=[CH:7][CH:6]=[C:5]3[C:10]=2[CH:11]=[C:2]([CH3:1])[N:3]=[CH:4]3)=[O:25])[CH2:44]1)[C:37]1[CH:38]=[CH:39][CH:40]=[CH:41][CH:42]=1. The catalyst class is: 4. (2) Reactant: [Li+].[OH-].Br[C:4]1[CH:9]=[CH:8][C:7]([C:10]2[N:15]=[C:14]3[N:16]=[C:17]([O:19][C@H:20]4[C@H:24]5[O:25][CH2:26][C@@H:27]([OH:28])[C@H:23]5[O:22][CH2:21]4)[NH:18][C:13]3=[CH:12][C:11]=2[Cl:29])=[CH:6][CH:5]=1.[C:30]([C:33]1[CH:38]=[CH:37][C:36](B(O)O)=[CH:35][CH:34]=1)(=[O:32])[CH3:31]. Product: [OH:28][C@@H:27]1[CH2:26][O:25][C@@H:24]2[C@H:20]([O:19][C:17]3[NH:18][C:13]4[C:14]([N:16]=3)=[N:15][C:10]([C:7]3[CH:8]=[CH:9][C:4]([C:36]5[CH:37]=[CH:38][C:33]([C:30](=[O:32])[CH3:31])=[CH:34][CH:35]=5)=[CH:5][CH:6]=3)=[C:11]([Cl:29])[CH:12]=4)[CH2:21][O:22][C@H:23]12. The catalyst class is: 38.